This data is from Catalyst prediction with 721,799 reactions and 888 catalyst types from USPTO. The task is: Predict which catalyst facilitates the given reaction. (1) The catalyst class is: 157. Product: [CH3:1][CH:2]1[CH2:6][CH2:5][CH2:4][CH:3]1[O:7][C:8](=[O:49])[C@@H:9]([NH2:41])[CH2:10][CH2:11][O:12][C:13]1[CH:22]=[C:21]2[C:16]([C:17]([O:23][C:24]3[CH:29]=[CH:28][C:27]([NH:30][C:31](=[O:38])[C:32]4[CH:33]=[CH:34][CH:35]=[CH:36][CH:37]=4)=[CH:26][CH:25]=3)=[CH:18][CH:19]=[N:20]2)=[CH:15][C:14]=1[O:39][CH3:40]. Reactant: [CH3:1][CH:2]1[CH2:6][CH2:5][CH2:4][CH:3]1[O:7][C:8](=[O:49])[C@@H:9]([NH:41]C(OC(C)(C)C)=O)[CH2:10][CH2:11][O:12][C:13]1[CH:22]=[C:21]2[C:16]([C:17]([O:23][C:24]3[CH:29]=[CH:28][C:27]([NH:30][C:31](=[O:38])[C:32]4[CH:37]=[CH:36][CH:35]=[CH:34][CH:33]=4)=[CH:26][CH:25]=3)=[CH:18][CH:19]=[N:20]2)=[CH:15][C:14]=1[O:39][CH3:40]. (2) Reactant: [F:1][C:2]1[CH:3]=[CH:4][C:5]([O:27][CH3:28])=[C:6]([C:8]2[CH:13]=[CH:12][N:11]=[C:10]3[NH:14][C:15]([C:17]4[CH2:26][CH2:25][C:20]5(OCC[O:21]5)[CH2:19][CH:18]=4)=[CH:16][C:9]=23)[CH:7]=1.FC(F)(F)C(O)=O. Product: [F:1][C:2]1[CH:3]=[CH:4][C:5]([O:27][CH3:28])=[C:6]([C:8]2[CH:13]=[CH:12][N:11]=[C:10]3[NH:14][C:15]([C:17]4[CH2:26][CH2:25][C:20](=[O:21])[CH2:19][CH:18]=4)=[CH:16][C:9]=23)[CH:7]=1. The catalyst class is: 4. (3) Reactant: [Si:1]([O:8][CH2:9][CH:10]1[CH2:22][CH2:21][N:13]2[C:14]3[C:19]([CH:20]=[C:12]2[CH2:11]1)=[CH:18][CH:17]=[CH:16][CH:15]=3)([C:4]([CH3:7])([CH3:6])[CH3:5])([CH3:3])[CH3:2].[C:23](Cl)(=[O:27])[C:24](Cl)=[O:25].CCN(C(C)C)C(C)C.[CH3:38][OH:39]. Product: [Si:1]([O:8][CH2:9][CH:10]1[CH2:22][CH2:21][N:13]2[C:14]3[C:19]([C:20]([C:23](=[O:27])[C:24]([O:39][CH3:38])=[O:25])=[C:12]2[CH2:11]1)=[CH:18][CH:17]=[CH:16][CH:15]=3)([C:4]([CH3:7])([CH3:6])[CH3:5])([CH3:3])[CH3:2]. The catalyst class is: 2. (4) Reactant: O.[OH-].[Na+].[Cl:4][C:5]1[CH:6]=[C:7]2[C:12](=[CH:13][CH:14]=1)[N:11]=[C:10]([N:15]1[CH2:20][CH2:19][N:18](C=O)[CH2:17][CH2:16]1)[CH:9]=[CH:8]2. Product: [Cl:4][C:5]1[CH:6]=[C:7]2[C:12](=[CH:13][CH:14]=1)[N:11]=[C:10]([N:15]1[CH2:16][CH2:17][NH:18][CH2:19][CH2:20]1)[CH:9]=[CH:8]2. The catalyst class is: 82. (5) The catalyst class is: 3. Reactant: [CH2:1]([O:3][C:4]([C:6]1[CH:10]=[C:9]([C:11]([F:14])([F:13])[F:12])[NH:8][N:7]=1)=[O:5])[CH3:2].[CH2:15]([O:22][C:23]1[CH:28]=[CH:27][C:26]([Br:29])=[CH:25][C:24]=1[CH2:30]Br)[C:16]1[CH:21]=[CH:20][CH:19]=[CH:18][CH:17]=1.C([O-])([O-])=O.[K+].[K+].Cl. Product: [CH2:1]([O:3][C:4]([C:6]1[CH:10]=[C:9]([C:11]([F:13])([F:14])[F:12])[N:8]([CH2:30][C:24]2[CH:25]=[C:26]([Br:29])[CH:27]=[CH:28][C:23]=2[O:22][CH2:15][C:16]2[CH:21]=[CH:20][CH:19]=[CH:18][CH:17]=2)[N:7]=1)=[O:5])[CH3:2]. (6) Reactant: [CH2:1]=O.N[C:4]1[CH:5]=[C:6]([CH:19]=[C:20]([O:22][CH2:23][CH2:24][C:25]2[S:29][CH:28]=[N:27][C:26]=2[CH3:30])[CH:21]=1)[C:7]([NH:9][C:10]1[CH:15]=[CH:14][C:13]([C:16]([OH:18])=[O:17])=[CH:12][N:11]=1)=[O:8].[C:31]([BH3-])#[N:32].[Na+]. Product: [CH3:1][N:32]([CH3:31])[C:4]1[CH:5]=[C:6]([CH:19]=[C:20]([O:22][CH2:23][CH2:24][C:25]2[S:29][CH:28]=[N:27][C:26]=2[CH3:30])[CH:21]=1)[C:7]([NH:9][C:10]1[CH:15]=[CH:14][C:13]([C:16]([OH:18])=[O:17])=[CH:12][N:11]=1)=[O:8]. The catalyst class is: 5. (7) Reactant: [CH:1]([C:3]1[CH:4]=[C:5]([CH:30]=[C:31]([S:33]([F:38])([F:37])([F:36])([F:35])[F:34])[CH:32]=1)[C:6]([NH:8][C:9]1[CH:14]=[CH:13][C:12]([CH3:15])=[C:11]([N:16]2[C:23]3[N:19]([N:20]=[C:21]([C:24]4[CH:25]=[N:26][CH:27]=[CH:28][CH:29]=4)[CH:22]=3)[CH:18]=[CH:17]2)[CH:10]=1)=[O:7])=O.[N:39]1(C(OC(C)(C)C)=O)[CH2:44][CH2:43][NH:42][CH2:41][CH2:40]1.C(O[BH-](OC(=O)C)OC(=O)C)(=O)C.[Na+].O. Product: [CH3:15][C:12]1[CH:13]=[CH:14][C:9]([NH:8][C:6](=[O:7])[C:5]2[CH:4]=[C:3]([CH2:1][N:39]3[CH2:44][CH2:43][NH:42][CH2:41][CH2:40]3)[CH:32]=[C:31]([S:33]([F:38])([F:36])([F:34])([F:37])[F:35])[CH:30]=2)=[CH:10][C:11]=1[N:16]1[C:23]2[N:19]([N:20]=[C:21]([C:24]3[CH:25]=[N:26][CH:27]=[CH:28][CH:29]=3)[CH:22]=2)[CH:18]=[CH:17]1. The catalyst class is: 4.